Dataset: Full USPTO retrosynthesis dataset with 1.9M reactions from patents (1976-2016). Task: Predict the reactants needed to synthesize the given product. (1) Given the product [C:1]([O:5][N:6]=[C:7]1[C:16]2[C:11](=[CH:12][C:13]([CH2:17][CH2:18][C:19]3[CH:24]=[CH:23][CH:22]=[CH:21][CH:20]=3)=[CH:14][CH:15]=2)[O:10][C:9]([C:25]2[N:26]=[CH:27][C:28]3[C:33]([CH:34]=2)=[CH:32][CH:31]=[CH:30][CH:29]=3)=[CH:8]1)([CH3:4])([CH3:2])[CH3:3], predict the reactants needed to synthesize it. The reactants are: [C:1]([O:5][N:6]=[C:7]1[C:16]2[C:11](=[CH:12][C:13]([C:17]#[C:18][C:19]3[CH:24]=[CH:23][CH:22]=[CH:21][CH:20]=3)=[CH:14][CH:15]=2)[O:10][C:9]([C:25]2[N:26]=[CH:27][C:28]3[C:33]([CH:34]=2)=[CH:32][CH:31]=[CH:30][CH:29]=3)=[CH:8]1)([CH3:4])([CH3:3])[CH3:2].[H][H]. (2) Given the product [Cl:1][C:2]1[CH:27]=[CH:26][C:5]([O:6][CH2:7][C:8]([N:10]2[CH2:15][C@H:14]([CH3:16])[N:13]([CH2:17][C:18]3[CH:23]=[CH:22][C:21]([F:24])=[CH:20][CH:19]=3)[CH2:12][C@H:11]2[CH3:25])=[O:9])=[C:4]([CH:3]=1)[O:28][C:30]1[N:38]=[CH:37][CH:36]=[CH:35][C:31]=1[C:32]([OH:34])=[O:33], predict the reactants needed to synthesize it. The reactants are: [Cl:1][C:2]1[CH:27]=[CH:26][C:5]([O:6][CH2:7][C:8]([N:10]2[CH2:15][C@H:14]([CH3:16])[N:13]([CH2:17][C:18]3[CH:23]=[CH:22][C:21]([F:24])=[CH:20][CH:19]=3)[CH2:12][C@H:11]2[CH3:25])=[O:9])=[C:4]([OH:28])[CH:3]=1.Cl[C:30]1[N:38]=[CH:37][CH:36]=[CH:35][C:31]=1[C:32]([OH:34])=[O:33].C(=O)([O-])[O-].[K+].[K+]. (3) Given the product [CH3:11][C:9]1[CH:10]=[C:6]2[N:5]=[C:4]([NH:12][C:13](=[O:24])[C:14]3[CH:19]=[CH:18][C:17]([C:20]([F:23])([F:22])[F:21])=[N:16][CH:15]=3)[CH:3]=[C:2]([N:34]3[CH2:33][CH2:32][C:31]4[N:26]=[CH:27][NH:28][C:29](=[O:36])[C:30]=4[CH2:35]3)[N:7]2[N:8]=1, predict the reactants needed to synthesize it. The reactants are: Cl[C:2]1[N:7]2[N:8]=[C:9]([CH3:11])[CH:10]=[C:6]2[N:5]=[C:4]([NH:12][C:13](=[O:24])[C:14]2[CH:19]=[CH:18][C:17]([C:20]([F:23])([F:22])[F:21])=[N:16][CH:15]=2)[CH:3]=1.Cl.[N:26]1[C:31]2[CH2:32][CH2:33][NH:34][CH2:35][C:30]=2[C:29](=[O:36])[NH:28][CH:27]=1.C(N(CC)C(C)C)(C)C. (4) Given the product [C:38]([Si:25]([O:42][CH2:43][C:44]1([CH:47]=[C:1]([Br:5])[Br:2])[CH2:46][CH2:45]1)([C:32]1[CH:37]=[CH:36][CH:35]=[CH:34][CH:33]=1)[C:26]1[CH:31]=[CH:30][CH:29]=[CH:28][CH:27]=1)([CH3:41])([CH3:39])[CH3:40], predict the reactants needed to synthesize it. The reactants are: [C:1]([Br:5])(Br)(Br)[Br:2].C1(P(C2C=CC=CC=2)C2C=CC=CC=2)C=CC=CC=1.[Si:25]([O:42][CH2:43][C:44]1([CH:47]=O)[CH2:46][CH2:45]1)([C:38]([CH3:41])([CH3:40])[CH3:39])([C:32]1[CH:37]=[CH:36][CH:35]=[CH:34][CH:33]=1)[C:26]1[CH:31]=[CH:30][CH:29]=[CH:28][CH:27]=1.C(N(CC)CC)C.